This data is from Full USPTO retrosynthesis dataset with 1.9M reactions from patents (1976-2016). The task is: Predict the reactants needed to synthesize the given product. (1) Given the product [CH2:1]([O:3][C:4]([C:6]1([C:11]([OH:13])=[O:12])[CH2:9][CH:8]([OH:10])[CH2:7]1)=[O:5])[CH3:2], predict the reactants needed to synthesize it. The reactants are: [CH2:1]([O:3][C:4]([C:6]1([C:11]([O:13]CC)=[O:12])[CH2:9][CH:8]([OH:10])[CH2:7]1)=[O:5])[CH3:2].[OH-].[Na+]. (2) Given the product [CH3:1][O:2][C:3]1[CH:4]=[C:5]([N:9]([C:33]2[CH:32]=[CH:5][CH:4]=[CH:3][CH:8]=2)[C:11]2[CH:16]=[CH:15][CH:14]=[CH:13][CH:12]=2)[CH:6]=[CH:7][CH:8]=1, predict the reactants needed to synthesize it. The reactants are: [CH3:1][O:2][C:3]1[CH:8]=[CH:7][CH:6]=[C:5]([NH2:9])[CH:4]=1.I[C:11]1[CH:16]=[CH:15][CH:14]=[CH:13][CH:12]=1.C1O[CH2:33][CH2:32]OCCOCCOCCOCCOC1.C(=O)([O-])[O-].[K+].[K+]. (3) Given the product [Cl:1][C:2]1[CH:3]=[CH:4][C:5]([C:8]2[CH:13]=[CH:12][CH:11]=[CH:10][C:9]=2[CH2:14][N:19]2[CH2:18][CH2:17][N:16]([C:22]([O:24][C:25]([CH3:28])([CH3:27])[CH3:26])=[O:23])[CH2:21][CH2:20]2)=[CH:6][CH:7]=1, predict the reactants needed to synthesize it. The reactants are: [Cl:1][C:2]1[CH:7]=[CH:6][C:5]([C:8]2[C:9]([CH:14]=O)=[CH:10][CH:11]=[CH:12][CH:13]=2)=[CH:4][CH:3]=1.[N:16]1([C:22]([O:24][C:25]([CH3:28])([CH3:27])[CH3:26])=[O:23])[CH2:21][CH2:20][NH:19][CH2:18][CH2:17]1.C(O[BH-](OC(=O)C)OC(=O)C)(=O)C.[Na+].CO. (4) Given the product [F:6][C:7]1[CH:12]=[CH:11][C:10]([N:13]2[CH2:14][CH2:15][N:16]([C:19]3[N:24]=[CH:23][N:22]([CH2:37][C:38]4[S:39][C:40]([C:43]([F:46])([F:45])[F:44])=[CH:41][CH:42]=4)[C:21](=[O:25])[N:20]=3)[CH2:17][CH2:18]2)=[CH:9][CH:8]=1, predict the reactants needed to synthesize it. The reactants are: CN(C)C=O.[F:6][C:7]1[CH:12]=[CH:11][C:10]([N:13]2[CH2:18][CH2:17][N:16]([C:19]3[N:24]=[CH:23][NH:22][C:21](=[O:25])[N:20]=3)[CH2:15][CH2:14]2)=[CH:9][CH:8]=1.CC1C=CC(S(O[CH2:37][C:38]2[S:39][C:40]([C:43]([F:46])([F:45])[F:44])=[CH:41][CH:42]=2)(=O)=O)=CC=1.C(=O)([O-])[O-].[K+].[K+]. (5) Given the product [Br:1][C:2]1[S:6][C:5]([C:7]2[CH:12]=[C:11]([C:13]([N:15]3[CH2:19][CH2:18][O:32][CH2:17][CH2:16]3)=[O:14])[CH:10]=[CH:9][N:8]=2)=[CH:4][CH:3]=1, predict the reactants needed to synthesize it. The reactants are: [Br:1][C:2]1[S:6][C:5]([C:7]2[CH:12]=[C:11]([C:13]([N:15]3[CH2:19][CH2:18][CH2:17][CH2:16]3)=[O:14])[CH:10]=[CH:9][N:8]=2)=[CH:4][CH:3]=1.S1C=CC=C1C1C=C(C(N2CCOCC2)=[O:32])C=CN=1. (6) Given the product [N:1]1([CH2:5][C@@H:6]([NH:7][C:20]2[C:21]3[CH:29]=[CH:28][CH:27]=[C:26]([C:30]([NH2:32])=[O:31])[C:22]=3[N:23]=[N:24][N:25]=2)[C:8]2[CH:13]=[CH:12][C:11]([Cl:14])=[C:10]([C:15]([F:18])([F:16])[F:17])[CH:9]=2)[CH2:4][CH2:3][CH2:2]1, predict the reactants needed to synthesize it. The reactants are: [N:1]1([CH2:5][C@H:6]([C:8]2[CH:13]=[CH:12][C:11]([Cl:14])=[C:10]([C:15]([F:18])([F:17])[F:16])[CH:9]=2)[NH2:7])[CH2:4][CH2:3][CH2:2]1.O[C:20]1[C:21]2[CH:29]=[CH:28][CH:27]=[C:26]([C:30]([NH2:32])=[O:31])[C:22]=2[N:23]=[N:24][N:25]=1. (7) Given the product [C:2]([C:3]1[O:4][C:7]([C:9]2[N:10]=[N:11][C:12]([N:15]3[CH2:20][CH2:19][CH:18]([O:21][C:22]4[CH:27]=[CH:26][CH:25]=[CH:24][C:23]=4[C:28]([F:31])([F:30])[F:29])[CH2:17][CH2:16]3)=[CH:13][CH:14]=2)=[N:6][N:5]=1)([CH3:33])([CH3:32])[CH3:1], predict the reactants needed to synthesize it. The reactants are: [CH3:1][C:2]([CH3:33])([CH3:32])[C:3]([NH:5][NH:6][C:7]([C:9]1[N:10]=[N:11][C:12]([N:15]2[CH2:20][CH2:19][CH:18]([O:21][C:22]3[CH:27]=[CH:26][CH:25]=[CH:24][C:23]=3[C:28]([F:31])([F:30])[F:29])[CH2:17][CH2:16]2)=[CH:13][CH:14]=1)=O)=[O:4].CC[N+](S(N=C(OC)[O-])(=O)=O)(CC)CC.